This data is from HIV replication inhibition screening data with 41,000+ compounds from the AIDS Antiviral Screen. The task is: Binary Classification. Given a drug SMILES string, predict its activity (active/inactive) in a high-throughput screening assay against a specified biological target. The drug is CC1=[O+][Co-4]23(NCCN2CCNC(=O)c2cccc4nc5ccccc5nc24)([O+]=C(C)[C-]1C)[O+]=C(C)[C-](C)C(C)=[O+]3.[Cl-]. The result is 0 (inactive).